Dataset: Human liver microsome stability data. Task: Regression/Classification. Given a drug SMILES string, predict its absorption, distribution, metabolism, or excretion properties. Task type varies by dataset: regression for continuous measurements (e.g., permeability, clearance, half-life) or binary classification for categorical outcomes (e.g., BBB penetration, CYP inhibition). Dataset: hlm. (1) The compound is C=C[C@@H]1C[C@]1(NC(=O)[C@@H]1C[C@@H](n2cc(-c3ccccc3)nn2)CN1C(=O)[C@@H](NC(=O)OC1CCCC1)C(C)(C)C)C(=O)NS(=O)(=O)C1CC1. The result is 0 (unstable in human liver microsomes). (2) The molecule is O=C(C(=O)N1CCN(C(=O)c2ccccc2)CC1)c1c[nH]c2c(-c3c[nH]cn3)ccc(F)c12. The result is 1 (stable in human liver microsomes). (3) The molecule is COc1ccc2c(c1)CCCN2c1cc(C)nc2ccccc12. The result is 1 (stable in human liver microsomes).